From a dataset of Catalyst prediction with 721,799 reactions and 888 catalyst types from USPTO. Predict which catalyst facilitates the given reaction. (1) Reactant: [NH:1]([C:18]([O:20][CH2:21][C:22]1[CH:27]=[CH:26][CH:25]=[CH:24][CH:23]=1)=[O:19])[C@H:2]([C:15]([OH:17])=[O:16])[CH2:3][CH2:4][CH2:5][CH2:6][NH:7][C:8]([O:10][C:11]([CH3:14])([CH3:13])[CH3:12])=[O:9].F[B-](F)(F)F.N1(OC(N(C)C)=[N+](C)C)C2C=CC=C[C:36]=2N=N1.C(N(CC)CC)C. Product: [NH:1]([C:18]([O:20][CH2:21][C:22]1[CH:23]=[CH:24][CH:25]=[CH:26][CH:27]=1)=[O:19])[C@H:2]([C:15]([O:17][CH3:36])=[O:16])[CH2:3][CH2:4][CH2:5][CH2:6][NH:7][C:8]([O:10][C:11]([CH3:14])([CH3:13])[CH3:12])=[O:9]. The catalyst class is: 98. (2) The catalyst class is: 46. Reactant: Cl.[NH2:2][C:3](=[NH:15])[N:4]1[CH2:9][CH2:8][CH:7]([C:10]([O:12][CH2:13][CH3:14])=[O:11])[CH2:6][CH2:5]1.[Cl:16][C:17]([SH:20])(Cl)Cl.[OH-].[Na+]. Product: [Cl:16][C:17]1[S:20][N:2]=[C:3]([N:4]2[CH2:5][CH2:6][CH:7]([C:10]([O:12][CH2:13][CH3:14])=[O:11])[CH2:8][CH2:9]2)[N:15]=1. (3) Reactant: [CH3:1][O:2][C:3]1[CH:4]=[C:5]2[C:10](=[CH:11][C:12]=1[O:13][CH3:14])[N:9]=[C:8]([N:15]1C(=O)[CH:19]3[CH2:22][CH2:23][CH:16]1[CH2:17][CH2:18]3)[CH:7]=[N:6]2.[CH3:24][O-:25].[Na+].[CH3:27][OH:28]. Product: [CH3:24][O:25][C:27]([C@H:19]1[CH2:18][CH2:17][C@H:16]([NH:15][C:8]2[CH:7]=[N:6][C:5]3[C:10](=[CH:11][C:12]([O:13][CH3:14])=[C:3]([O:2][CH3:1])[CH:4]=3)[N:9]=2)[CH2:23][CH2:22]1)=[O:28]. The catalyst class is: 5. (4) Reactant: [C:1](Cl)([O:3][CH2:4][CH:5]1[C:17]2[C:12](=[CH:13][CH:14]=[CH:15][CH:16]=2)[C:11]2[C:6]1=[CH:7][CH:8]=[CH:9][CH:10]=2)=[O:2].[NH2:19][C@@H:20]([CH2:25][C:26]1[CH:31]=[CH:30][C:29]([N+:32]([O-:34])=[O:33])=[CH:28][CH:27]=1)[C:21]([O:23][CH3:24])=[O:22].C([O-])([O-])=O.[K+].[K+]. Product: [CH:16]1[C:17]2[CH:5]([CH2:4][O:3][C:1]([NH:19][C@@H:20]([CH2:25][C:26]3[CH:31]=[CH:30][C:29]([N+:32]([O-:34])=[O:33])=[CH:28][CH:27]=3)[C:21]([O:23][CH3:24])=[O:22])=[O:2])[C:6]3[C:11](=[CH:10][CH:9]=[CH:8][CH:7]=3)[C:12]=2[CH:13]=[CH:14][CH:15]=1. The catalyst class is: 38. (5) Reactant: [F:1][C:2]1[CH:10]=[CH:9][CH:8]=[C:7]2[C:3]=1[C:4]([I:11])=[N:5][NH:6]2.[C:12](O[C:12]([O:14][C:15]([CH3:18])([CH3:17])[CH3:16])=[O:13])([O:14][C:15]([CH3:18])([CH3:17])[CH3:16])=[O:13]. The catalyst class is: 251. Product: [F:1][C:2]1[CH:10]=[CH:9][CH:8]=[C:7]2[C:3]=1[C:4]([I:11])=[N:5][N:6]2[C:12]([O:14][C:15]([CH3:18])([CH3:17])[CH3:16])=[O:13]. (6) Reactant: P(Br)(Br)[Br:2].[F:5][C:6]([F:25])([F:24])[C:7]1[CH:8]=[C:9]([C:13]2[N:18]=[C:17]3[CH:19](O)[CH2:20][CH2:21][O:22][C:16]3=[CH:15][CH:14]=2)[CH:10]=[CH:11][CH:12]=1.C([O-])(O)=O.[Na+]. Product: [Br:2][CH:19]1[C:17]2=[N:18][C:13]([C:9]3[CH:10]=[CH:11][CH:12]=[C:7]([C:6]([F:25])([F:24])[F:5])[CH:8]=3)=[CH:14][CH:15]=[C:16]2[O:22][CH2:21][CH2:20]1. The catalyst class is: 22.